The task is: Regression. Given two drug SMILES strings and cell line genomic features, predict the synergy score measuring deviation from expected non-interaction effect.. This data is from NCI-60 drug combinations with 297,098 pairs across 59 cell lines. Cell line: SF-295. Synergy scores: CSS=3.49, Synergy_ZIP=-4.36, Synergy_Bliss=-3.04, Synergy_Loewe=-8.93, Synergy_HSA=-3.19. Drug 1: C1CC(C1)(C(=O)O)C(=O)O.[NH2-].[NH2-].[Pt+2]. Drug 2: CNC(=O)C1=NC=CC(=C1)OC2=CC=C(C=C2)NC(=O)NC3=CC(=C(C=C3)Cl)C(F)(F)F.